From a dataset of Full USPTO retrosynthesis dataset with 1.9M reactions from patents (1976-2016). Predict the reactants needed to synthesize the given product. (1) Given the product [O:1]=[C:2]([N:26]1[CH2:31][CH2:30][CH:29]([O:32][C:33]2[CH:38]=[CH:37][CH:36]=[C:35]([C:39]([F:40])([F:41])[F:42])[CH:34]=2)[CH2:28][CH2:27]1)[CH2:3][NH:4][C:5]([C:7]1[CH:11]=[C:10]([C:12]2[CH:17]=[CH:16][CH:15]=[CH:14][C:13]=2[OH:18])[NH:9][N:8]=1)=[O:6], predict the reactants needed to synthesize it. The reactants are: [O:1]=[C:2]([N:26]1[CH2:31][CH2:30][CH:29]([O:32][C:33]2[CH:38]=[CH:37][CH:36]=[C:35]([C:39]([F:42])([F:41])[F:40])[CH:34]=2)[CH2:28][CH2:27]1)[CH2:3][NH:4][C:5]([C:7]1[CH:11]=[C:10]([C:12]2[CH:17]=[CH:16][CH:15]=[CH:14][C:13]=2[O:18]CC2C=CC=CC=2)[NH:9][N:8]=1)=[O:6].ClC1C=CC=CC=1NC1CCN(C(=O)CNC(C2C=C(C3C=CC=CC=3OCC3C=CC=CC=3)NN=2)=O)CC1. (2) Given the product [CH3:19][O:18][C:16]1[CH:15]=[C:14]([CH:20]([S:7][C:1]2[CH:6]=[CH:5][CH:4]=[CH:3][CH:2]=2)[C:21]([OH:23])=[O:22])[CH:13]=[C:12]([O:11][CH3:10])[CH:17]=1, predict the reactants needed to synthesize it. The reactants are: [C:1]1([SH:7])[CH:6]=[CH:5][CH:4]=[CH:3][CH:2]=1.[OH-].[K+].[CH3:10][O:11][C:12]1[CH:13]=[C:14]([CH:20](Br)[C:21]([O:23]C)=[O:22])[CH:15]=[C:16]([O:18][CH3:19])[CH:17]=1. (3) Given the product [CH3:27][O:26][C:19]1[CH:20]=[C:21]([O:24][CH3:25])[CH:22]=[CH:23][C:18]=1[CH2:17][NH:16][C:11]1[CH:12]=[C:13]2[C:8](=[CH:9][C:10]=1[N+:28]([O-:30])=[O:29])[CH2:7][N:6]([CH2:5][C:4]1[CH:32]=[CH:33][C:34]([O:36][CH3:37])=[CH:35][C:3]=1[O:2][CH3:1])[CH2:14]2, predict the reactants needed to synthesize it. The reactants are: [CH3:1][O:2][C:3]1[CH:35]=[C:34]([O:36][CH3:37])[CH:33]=[CH:32][C:4]=1[CH2:5][N:6]1[C:14](=O)[C:13]2[C:8](=[CH:9][C:10]([N+:28]([O-:30])=[O:29])=[C:11]([NH:16][CH2:17][C:18]3[CH:23]=[CH:22][C:21]([O:24][CH3:25])=[CH:20][C:19]=3[O:26][CH3:27])[CH:12]=2)[C:7]1=O.CO.C(N(CC)CC)C.II. (4) Given the product [Cl:32][C:33]1[S:37][C:36]([C:22]2[N:21]=[C:20]([O:19][C:16]3[CH:17]=[CH:18][C:13]([CH2:12][C:11]([OH:10])=[O:31])=[CH:14][CH:15]=3)[C:29]3[CH2:28][CH2:27][CH2:26][CH2:25][C:24]=3[N:23]=2)=[CH:35][CH:34]=1, predict the reactants needed to synthesize it. The reactants are: C(=O)([O-])[O-].[Cs+].[Cs+].ClCl.C[O:10][C:11](=[O:31])[CH2:12][C:13]1[CH:18]=[CH:17][C:16]([O:19][C:20]2[C:29]3[CH2:28][CH2:27][CH2:26][CH2:25][C:24]=3[N:23]=[C:22](Cl)[N:21]=2)=[CH:15][CH:14]=1.[Cl:32][C:33]1[S:37][C:36](B(O)O)=[CH:35][CH:34]=1.Cl. (5) The reactants are: C([N:8](CC1C=CC=CC=1)[C@H:9]([C:15](=[O:19])[CH:16]([CH3:18])[CH3:17])[C:10]([O:12][CH2:13][CH3:14])=[O:11])C1C=CC=CC=1.[C:35](O[C:35]([O:37][C:38]([CH3:41])([CH3:40])[CH3:39])=[O:36])([O:37][C:38]([CH3:41])([CH3:40])[CH3:39])=[O:36]. Given the product [C:38]([O:37][C:35]([NH:8][C@H:9]([C:15](=[O:19])[CH:16]([CH3:18])[CH3:17])[C:10]([O:12][CH2:13][CH3:14])=[O:11])=[O:36])([CH3:39])([CH3:40])[CH3:41], predict the reactants needed to synthesize it. (6) Given the product [CH:1](=[C:8]1[CH2:13][CH2:12][C:11]([C:14]([NH:35][S:34](=[O:49])(=[O:50])[O:36][C:37]2[C:42]([CH:43]([CH3:44])[CH3:45])=[CH:41][CH:40]=[CH:39][C:38]=2[CH:46]([CH3:48])[CH3:47])=[O:15])([C:18]2[CH:23]=[CH:22][CH:21]=[C:20]([O:24][CH3:25])[CH:19]=2)[CH2:10][CH2:9]1)[C:2]1[CH:3]=[CH:4][CH:5]=[CH:6][CH:7]=1, predict the reactants needed to synthesize it. The reactants are: [CH:1](=[C:8]1[CH2:13][CH2:12][C:11]([C:18]2[CH:23]=[CH:22][CH:21]=[C:20]([O:24][CH3:25])[CH:19]=2)([C:14](OC)=[O:15])[CH2:10][CH2:9]1)[C:2]1[CH:7]=[CH:6][CH:5]=[CH:4][CH:3]=1.[OH-].[Li+].C(Cl)(=O)C(Cl)=O.[S:34](=[O:50])(=[O:49])([O:36][C:37]1[C:42]([CH:43]([CH3:45])[CH3:44])=[CH:41][CH:40]=[CH:39][C:38]=1[CH:46]([CH3:48])[CH3:47])[NH2:35].C(N(CC)CC)C.[Cl-].[NH4+]. (7) Given the product [NH2:21][CH2:20][CH2:19][C:15]1[CH:14]=[C:13]([CH2:12][C@H:11]([NH:10][C@@H:8]([C:2]2[CH:3]=[CH:4][CH:5]=[CH:6][CH:7]=2)[CH3:9])[CH3:22])[CH:18]=[CH:17][CH:16]=1, predict the reactants needed to synthesize it. The reactants are: Cl.[C:2]1([C@H:8]([NH:10][C@H:11]([CH3:22])[CH2:12][C:13]2[CH:14]=[C:15]([CH2:19][C:20]#[N:21])[CH:16]=[CH:17][CH:18]=2)[CH3:9])[CH:7]=[CH:6][CH:5]=[CH:4][CH:3]=1.[BH4-].[Na+].Cl.[OH-].[Na+].